This data is from Full USPTO retrosynthesis dataset with 1.9M reactions from patents (1976-2016). The task is: Predict the reactants needed to synthesize the given product. (1) Given the product [C:1]([O:5][C:6](=[O:23])[C:7]([O:10][C:11]1[CH:16]=[C:15]([O:17][CH2:33][C@@H:31]2[CH2:32][O:30]2)[C:14]([C:18](=[O:21])[NH:19][CH3:20])=[CH:13][C:12]=1[Cl:22])([CH3:9])[CH3:8])([CH3:2])([CH3:3])[CH3:4], predict the reactants needed to synthesize it. The reactants are: [C:1]([O:5][C:6](=[O:23])[C:7]([O:10][C:11]1[CH:16]=[C:15]([OH:17])[C:14]([C:18](=[O:21])[NH:19][CH3:20])=[CH:13][C:12]=1[Cl:22])([CH3:9])[CH3:8])([CH3:4])([CH3:3])[CH3:2].C(=O)([O-])[O-].[Cs+].[Cs+].[O:30]1[CH2:32][C@H:31]1[CH2:33]OS(C1C=CC=C([N+]([O-])=O)C=1)(=O)=O.C(#N)CCC. (2) Given the product [CH3:1][N:2]1[C:6]([CH:21]=[O:22])=[C:5]([C:7]2[CH:8]=[CH:9][CH:10]=[CH:11][CH:12]=2)[N:4]=[N:3]1, predict the reactants needed to synthesize it. The reactants are: [CH3:1][N:2]1[CH:6]=[C:5]([C:7]2[CH:12]=[CH:11][CH:10]=[CH:9][CH:8]=2)[N:4]=[N:3]1.[Li]CCCC.CN([CH:21]=[O:22])C.[Cl-].[NH4+]. (3) Given the product [Br:26][C:24]1[N:25]=[C:20]([NH:1][C:2]2[CH:3]=[CH:4][C:5]([CH:8]3[CH2:9][N:10]([C:12]([O:14][C:15]([CH3:18])([CH3:17])[CH3:16])=[O:13])[CH2:11]3)=[CH:6][CH:7]=2)[C:21](=[O:28])[N:22]([CH3:27])[CH:23]=1, predict the reactants needed to synthesize it. The reactants are: [NH2:1][C:2]1[CH:7]=[CH:6][C:5]([CH:8]2[CH2:11][N:10]([C:12]([O:14][C:15]([CH3:18])([CH3:17])[CH3:16])=[O:13])[CH2:9]2)=[CH:4][CH:3]=1.Br[C:20]1[C:21](=[O:28])[N:22]([CH3:27])[CH:23]=[C:24]([Br:26])[N:25]=1.C(N(CC)CC)C. (4) Given the product [CH3:1][C:2]1[CH:10]=[C:9]2[C:5]([CH2:6][C:7](=[N:12][OH:13])[C:8]2=[O:11])=[CH:4][CH:3]=1, predict the reactants needed to synthesize it. The reactants are: [CH3:1][C:2]1[CH:10]=[C:9]2[C:5]([CH2:6][CH2:7][C:8]2=[O:11])=[CH:4][CH:3]=1.[N:12](OCCC(C)C)=[O:13].Cl.O1CCOCC1. (5) Given the product [Cl:6][C:7]1[CH:12]=[C:11]([Cl:13])[CH:10]=[CH:9][C:8]=1[S:14]([NH:17][C:18]1[CH:23]=[C:22]([CH:24]([CH:1]2[CH2:3][CH2:2]2)[OH:25])[C:21]([S:26][C:27]2[CH:28]=[CH:29][C:30]([S:33]([N:36]3[CH2:41][CH2:40][CH2:39][CH2:38][CH2:37]3)(=[O:35])=[O:34])=[CH:31][CH:32]=2)=[CH:20][N:19]=1)(=[O:16])=[O:15], predict the reactants needed to synthesize it. The reactants are: [CH:1]1([Mg]Br)[CH2:3][CH2:2]1.[Cl:6][C:7]1[CH:12]=[C:11]([Cl:13])[CH:10]=[CH:9][C:8]=1[S:14]([NH:17][C:18]1[CH:23]=[C:22]([CH:24]=[O:25])[C:21]([S:26][C:27]2[CH:32]=[CH:31][C:30]([S:33]([N:36]3[CH2:41][CH2:40][CH2:39][CH2:38][CH2:37]3)(=[O:35])=[O:34])=[CH:29][CH:28]=2)=[CH:20][N:19]=1)(=[O:16])=[O:15]. (6) The reactants are: [OH-].[Na+].[O:3]1[C:9]2[CH:8]3[O:10][CH:5]([CH2:6][CH:7]3[S:11]([O:14]C)(=O)=O)[C:4]1=2.Cl. Given the product [OH:3][CH:4]1[CH:9]2[CH:8]3[CH:7]([CH2:6][CH:5]1[O:10]3)[S:11][O:14]2, predict the reactants needed to synthesize it. (7) Given the product [Br:1][C:2]1[CH:11]=[C:10]2[C:5]([C:6]([OH:27])=[C:7]([C:15]([NH:17][C@H:18]([C:20]([OH:22])=[O:21])[CH3:19])=[O:16])[C:8](=[O:14])[C:9]2([CH3:12])[CH3:13])=[CH:4][CH:3]=1, predict the reactants needed to synthesize it. The reactants are: [Br:1][C:2]1[CH:11]=[C:10]2[C:5]([C:6]([OH:27])=[C:7]([C:15]([NH:17][C@H:18]([C:20]([O:22]C(C)(C)C)=[O:21])[CH3:19])=[O:16])[C:8](=[O:14])[C:9]2([CH3:13])[CH3:12])=[CH:4][CH:3]=1.C(O)(C(F)(F)F)=O. (8) Given the product [CH3:29][NH:35][C:26]([C:23]1[CH:22]=[CH:21][C:20]([CH2:19][C:17]2[CH:16]=[CH:15][C:12]3[CH2:13][CH2:14][N:8]([C:6]([O:5][C:2]([CH3:3])([CH3:4])[CH3:1])=[O:7])[CH2:9][CH2:10][C:11]=3[CH:18]=2)=[N:25][CH:24]=1)=[O:27], predict the reactants needed to synthesize it. The reactants are: [CH3:1][C:2]([O:5][C:6]([N:8]1[CH2:14][CH2:13][C:12]2[CH:15]=[CH:16][C:17]([CH2:19][C:20]3[N:25]=[CH:24][C:23]([C:26](O)=[O:27])=[CH:22][CH:21]=3)=[CH:18][C:11]=2[CH2:10][CH2:9]1)=[O:7])([CH3:4])[CH3:3].[CH:29]1([N:35]=C=NC2CCCCC2)CCCCC1.ON1C2C=CC=CC=2N=N1.CN. (9) Given the product [S:17]1[CH:18]=[CH:19][CH:20]=[C:16]1[S:13]([N:11]1[CH2:10][CH2:9][N:8]([C:21]2[CH:22]=[CH:23][C:24]([C:27]([OH:33])([CH3:32])[C:28]([F:31])([F:30])[F:29])=[CH:25][CH:26]=2)[C@@H:7]([CH2:6][N:35]2[CH2:40][CH2:39][O:38][CH2:37][CH:36]2[CH2:41][NH:42][S:43]([CH3:46])(=[O:45])=[O:44])[CH2:12]1)(=[O:14])=[O:15], predict the reactants needed to synthesize it. The reactants are: CS(O[CH2:6][C@H:7]1[CH2:12][N:11]([S:13]([C:16]2[S:17][CH:18]=[CH:19][CH:20]=2)(=[O:15])=[O:14])[CH2:10][CH2:9][N:8]1[C:21]1[CH:26]=[CH:25][C:24]([C:27]([OH:33])([CH3:32])[C:28]([F:31])([F:30])[F:29])=[CH:23][CH:22]=1)(=O)=O.Cl.[NH:35]1[CH2:40][CH2:39][O:38][CH2:37][CH:36]1[CH2:41][NH:42][S:43]([CH3:46])(=[O:45])=[O:44].C(=O)([O-])[O-].[K+].[K+]. (10) Given the product [Cl:7][C:8]1[CH:9]=[CH:10][C:11]([C:14]2[CH:19]=[CH:18][N:17]([O:26][CH2:1][CH2:2][CH3:3])[C:16]=2[CH:20]=[O:24])=[CH:12][CH:13]=1, predict the reactants needed to synthesize it. The reactants are: [CH3:1][C:2](C)([O-])[CH3:3].[K+].[Cl:7][C:8]1[CH:13]=[CH:12][C:11]([C:14]([C:16]2[NH:17][CH:18]=[CH:19][CH:20]=2)=O)=[CH:10][CH:9]=1.ClCC[O:24]C.[OH2:26].